This data is from Reaction yield outcomes from USPTO patents with 853,638 reactions. The task is: Predict the reaction yield, written as a fraction of the theoretical maximum amount of product (1.0 means a 100% yield; for example, 0.34 means a 34% yield). (1) The reactants are [NH2:1][C:2]1[S:3][C:4]2[CH2:15][CH2:14][CH:13]([CH2:16][C:17]([O:19][CH2:20][CH3:21])=[O:18])[CH2:12][C:5]=2[C:6]=1[C:7](OCC)=[O:8].[CH:22]([NH2:24])=O. No catalyst specified. The product is [OH:8][C:7]1[C:6]2[C:5]3[CH2:12][CH:13]([CH2:16][C:17]([O:19][CH2:20][CH3:21])=[O:18])[CH2:14][CH2:15][C:4]=3[S:3][C:2]=2[N:1]=[CH:22][N:24]=1. The yield is 0.520. (2) The reactants are [O:1]=[C:2]1[C:10]2[C:5](=[CH:6][CH:7]=[CH:8][CH:9]=2)[C:4](=[O:11])[N:3]1[CH2:12]/[CH:13]=[N:14]/[NH:15]C(OCC)=O.[S:21](Cl)(Cl)=O. No catalyst specified. The product is [S:21]1[C:12]([N:3]2[C:2](=[O:1])[C:10]3[C:5](=[CH:6][CH:7]=[CH:8][CH:9]=3)[C:4]2=[O:11])=[CH:13][N:14]=[N:15]1. The yield is 0.599. (3) The reactants are [Cl:1][C:2]1[CH:10]=[C:6]([C:7]([OH:9])=[O:8])[C:5]([NH2:11])=[CH:4][CH:3]=1.[CH3:12]OS(OC)(=O)=O.C([O-])([O-])=O.[K+].[K+]. The catalyst is CC(C)=O. The product is [Cl:1][C:2]1[CH:10]=[C:6]([C:7]([O:9][CH3:12])=[O:8])[C:5]([NH2:11])=[CH:4][CH:3]=1. The yield is 0.960. (4) The reactants are [C:1]1([S:7]([OH:9])=[O:8])[CH:6]=[CH:5][CH:4]=[CH:3][CH:2]=1.[Cl-].[Ca+2].[Cl-].[F:13][C:14]1[CH:29]=[CH:28][C:17]([O:18][CH2:19][C@H:20]2[O:25][CH:24](OC)[CH2:23][CH2:22][CH2:21]2)=[CH:16][CH:15]=1. The catalyst is C(Cl)Cl. The product is [C:1]1([S:7]([C@@H:24]2[O:25][CH:20]([CH2:19][O:18][C:17]3[CH:16]=[CH:15][C:14]([F:13])=[CH:29][CH:28]=3)[CH2:21][CH2:22][CH2:23]2)(=[O:9])=[O:8])[CH:6]=[CH:5][CH:4]=[CH:3][CH:2]=1. The yield is 0.700. (5) The reactants are [N:1]1[CH:6]=[CH:5][C:4]([CH:7]=O)=[CH:3][CH:2]=1.[F:9][C:10]1[CH:11]=[C:12]([CH:37]=[C:38]([C:40]([F:43])([F:42])[F:41])[CH:39]=1)[CH2:13][N:14]([C:31]1[N:32]=[N:33][N:34]([CH3:36])[N:35]=1)[C@H:15]1[CH2:21][CH2:20][CH2:19][NH:18][C:17]2[CH:22]=[C:23]([C:27]([F:30])([F:29])[F:28])[C:24]([CH3:26])=[CH:25][C:16]1=2.C(O[BH-](OC(=O)C)OC(=O)C)(=O)C.[Na+]. The catalyst is ClCCCl.C(O)(=O)C.C(Cl)Cl. The product is [F:9][C:10]1[CH:11]=[C:12]([CH:37]=[C:38]([C:40]([F:43])([F:41])[F:42])[CH:39]=1)[CH2:13][N:14]([C@H:15]1[CH2:21][CH2:20][CH2:19][N:18]([CH2:7][C:4]2[CH:5]=[CH:6][N:1]=[CH:2][CH:3]=2)[C:17]2[CH:22]=[C:23]([C:27]([F:28])([F:29])[F:30])[C:24]([CH3:26])=[CH:25][C:16]1=2)[C:31]1[N:32]=[N:33][N:34]([CH3:36])[N:35]=1. The yield is 0.870. (6) The reactants are [CH3:1][O:2][C:3]1[CH:8]=[CH:7][C:6]([CH:9]=[CH:10][C:11]([O:13]CC)=[O:12])=[CH:5][C:4]=1[C:16]1[C:25]([O:26][CH2:27][C:28]2[CH:33]=[CH:32][CH:31]=[C:30]([O:34]COC)[CH:29]=2)=[CH:24][C:23]2[C:22]([CH3:39])([CH3:38])[CH2:21][CH2:20][C:19]([CH3:41])([CH3:40])[C:18]=2[CH:17]=1. The catalyst is C(O)C. The product is [CH3:1][O:2][C:3]1[CH:8]=[CH:7][C:6]([CH:9]=[CH:10][C:11]([OH:13])=[O:12])=[CH:5][C:4]=1[C:16]1[C:25]([O:26][CH2:27][C:28]2[CH:33]=[CH:32][CH:31]=[C:30]([OH:34])[CH:29]=2)=[CH:24][C:23]2[C:22]([CH3:39])([CH3:38])[CH2:21][CH2:20][C:19]([CH3:41])([CH3:40])[C:18]=2[CH:17]=1. The yield is 0.790. (7) The reactants are [F:1][C:2]([F:9])([F:8])[C:3]1[CH:7]=[CH:6][NH:5][N:4]=1.C1C(=O)N([Cl:17])C(=O)C1. The catalyst is CC#N. The product is [Cl:17][C:7]1[C:3]([C:2]([F:9])([F:8])[F:1])=[N:4][NH:5][CH:6]=1. The yield is 0.770. (8) The reactants are [I:1][C:2]1[CH:10]=[CH:9][C:8]([CH3:11])=[CH:7][C:3]=1[C:4]([OH:6])=[O:5].S(=O)(=O)(O)O.[OH-].[Na+].[CH3:19]O. No catalyst specified. The product is [I:1][C:2]1[CH:10]=[CH:9][C:8]([CH3:11])=[CH:7][C:3]=1[C:4]([O:6][CH3:19])=[O:5]. The yield is 0.980. (9) The reactants are F[C:2]1[CH:10]=[CH:9][C:8]([S:11]([CH3:14])(=[O:13])=[O:12])=[CH:7][C:3]=1[C:4]([OH:6])=[O:5].C(=O)([O-])[O-].[Cs+].[Cs+].[CH3:21][CH:22]([SH:24])[CH3:23].Cl. The catalyst is CN(C)C(=O)C. The product is [CH:22]([S:24][C:2]1[CH:10]=[CH:9][C:8]([S:11]([CH3:14])(=[O:13])=[O:12])=[CH:7][C:3]=1[C:4]([OH:6])=[O:5])([CH3:23])[CH3:21]. The yield is 0.990.